This data is from Full USPTO retrosynthesis dataset with 1.9M reactions from patents (1976-2016). The task is: Predict the reactants needed to synthesize the given product. Given the product [Br:37][C:15]1[C:16]2[NH:22][N:21]=[C:20]([C:23]3[CH:28]=[CH:27][N:26]=[C:25]([CH3:29])[CH:24]=3)[C:17]=2[CH:18]=[N:19][C:14]=1[NH:13][C:11]([NH:10][C@@H:8]([C:5]1[CH:6]=[CH:7][C:2]([Cl:1])=[CH:3][CH:4]=1)[CH3:9])=[O:12], predict the reactants needed to synthesize it. The reactants are: [Cl:1][C:2]1[CH:7]=[CH:6][C:5]([C@H:8]([NH:10][C:11]([NH:13][C:14]2[N:19]=[CH:18][C:17]3[C:20]([C:23]4[CH:28]=[CH:27][N:26]=[C:25]([CH3:29])[CH:24]=4)=[N:21][NH:22][C:16]=3[CH:15]=2)=[O:12])[CH3:9])=[CH:4][CH:3]=1.C1C(=O)N([Br:37])C(=O)C1.[O-]S([O-])(=S)=O.[Na+].[Na+].